This data is from NCI-60 drug combinations with 297,098 pairs across 59 cell lines. The task is: Regression. Given two drug SMILES strings and cell line genomic features, predict the synergy score measuring deviation from expected non-interaction effect. (1) Drug 1: CC1C(C(CC(O1)OC2CC(CC3=C2C(=C4C(=C3O)C(=O)C5=C(C4=O)C(=CC=C5)OC)O)(C(=O)C)O)N)O.Cl. Drug 2: CC(C1=C(C=CC(=C1Cl)F)Cl)OC2=C(N=CC(=C2)C3=CN(N=C3)C4CCNCC4)N. Cell line: A498. Synergy scores: CSS=12.3, Synergy_ZIP=-6.71, Synergy_Bliss=-4.65, Synergy_Loewe=-10.5, Synergy_HSA=-4.67. (2) Drug 1: CC1=C(N=C(N=C1N)C(CC(=O)N)NCC(C(=O)N)N)C(=O)NC(C(C2=CN=CN2)OC3C(C(C(C(O3)CO)O)O)OC4C(C(C(C(O4)CO)O)OC(=O)N)O)C(=O)NC(C)C(C(C)C(=O)NC(C(C)O)C(=O)NCCC5=NC(=CS5)C6=NC(=CS6)C(=O)NCCC[S+](C)C)O. Drug 2: CCC1(C2=C(COC1=O)C(=O)N3CC4=CC5=C(C=CC(=C5CN(C)C)O)N=C4C3=C2)O.Cl. Cell line: DU-145. Synergy scores: CSS=76.1, Synergy_ZIP=-0.519, Synergy_Bliss=-1.47, Synergy_Loewe=2.30, Synergy_HSA=3.98. (3) Drug 1: CC1=C(N=C(N=C1N)C(CC(=O)N)NCC(C(=O)N)N)C(=O)NC(C(C2=CN=CN2)OC3C(C(C(C(O3)CO)O)O)OC4C(C(C(C(O4)CO)O)OC(=O)N)O)C(=O)NC(C)C(C(C)C(=O)NC(C(C)O)C(=O)NCCC5=NC(=CS5)C6=NC(=CS6)C(=O)NCCC[S+](C)C)O. Drug 2: C1=CC=C(C(=C1)C(C2=CC=C(C=C2)Cl)C(Cl)Cl)Cl. Cell line: OVCAR-5. Synergy scores: CSS=3.02, Synergy_ZIP=9.58, Synergy_Bliss=20.2, Synergy_Loewe=-8.03, Synergy_HSA=-0.481. (4) Drug 1: CC1=CC=C(C=C1)C2=CC(=NN2C3=CC=C(C=C3)S(=O)(=O)N)C(F)(F)F. Drug 2: CC1=C(C=C(C=C1)C(=O)NC2=CC(=CC(=C2)C(F)(F)F)N3C=C(N=C3)C)NC4=NC=CC(=N4)C5=CN=CC=C5. Cell line: NCI-H522. Synergy scores: CSS=2.88, Synergy_ZIP=-1.56, Synergy_Bliss=-1.00, Synergy_Loewe=-2.56, Synergy_HSA=-1.56. (5) Drug 1: CN1CCC(CC1)COC2=C(C=C3C(=C2)N=CN=C3NC4=C(C=C(C=C4)Br)F)OC. Drug 2: CC12CCC3C(C1CCC2OP(=O)(O)O)CCC4=C3C=CC(=C4)OC(=O)N(CCCl)CCCl.[Na+]. Cell line: HCC-2998. Synergy scores: CSS=-4.47, Synergy_ZIP=-1.79, Synergy_Bliss=-7.70, Synergy_Loewe=-11.3, Synergy_HSA=-8.19. (6) Drug 1: CN1CCC(CC1)COC2=C(C=C3C(=C2)N=CN=C3NC4=C(C=C(C=C4)Br)F)OC. Drug 2: CNC(=O)C1=NC=CC(=C1)OC2=CC=C(C=C2)NC(=O)NC3=CC(=C(C=C3)Cl)C(F)(F)F. Cell line: HS 578T. Synergy scores: CSS=9.37, Synergy_ZIP=0.699, Synergy_Bliss=-6.11, Synergy_Loewe=-12.7, Synergy_HSA=-11.7. (7) Drug 1: C1CC(=O)NC(=O)C1N2CC3=C(C2=O)C=CC=C3N. Drug 2: C(CCl)NC(=O)N(CCCl)N=O. Cell line: COLO 205. Synergy scores: CSS=4.66, Synergy_ZIP=-2.41, Synergy_Bliss=-0.143, Synergy_Loewe=-0.215, Synergy_HSA=-0.826. (8) Drug 1: C1CCC(C1)C(CC#N)N2C=C(C=N2)C3=C4C=CNC4=NC=N3. Drug 2: C1=NNC2=C1C(=O)NC=N2. Cell line: SF-295. Synergy scores: CSS=7.45, Synergy_ZIP=-2.22, Synergy_Bliss=0.639, Synergy_Loewe=1.99, Synergy_HSA=1.76.